Task: Regression. Given two drug SMILES strings and cell line genomic features, predict the synergy score measuring deviation from expected non-interaction effect.. Dataset: NCI-60 drug combinations with 297,098 pairs across 59 cell lines (1) Drug 1: C1CCN(CC1)CCOC2=CC=C(C=C2)C(=O)C3=C(SC4=C3C=CC(=C4)O)C5=CC=C(C=C5)O. Drug 2: CN1C2=C(C=C(C=C2)N(CCCl)CCCl)N=C1CCCC(=O)O.Cl. Cell line: RXF 393. Synergy scores: CSS=7.54, Synergy_ZIP=-0.727, Synergy_Bliss=4.42, Synergy_Loewe=3.86, Synergy_HSA=4.00. (2) Drug 1: CN1CCC(CC1)COC2=C(C=C3C(=C2)N=CN=C3NC4=C(C=C(C=C4)Br)F)OC. Drug 2: CC1=C(C(CCC1)(C)C)C=CC(=CC=CC(=CC(=O)O)C)C. Cell line: OVCAR-8. Synergy scores: CSS=-0.564, Synergy_ZIP=-2.41, Synergy_Bliss=-8.75, Synergy_Loewe=-9.81, Synergy_HSA=-8.42. (3) Drug 1: CC(C1=C(C=CC(=C1Cl)F)Cl)OC2=C(N=CC(=C2)C3=CN(N=C3)C4CCNCC4)N. Drug 2: CCCCCOC(=O)NC1=NC(=O)N(C=C1F)C2C(C(C(O2)C)O)O. Cell line: A549. Synergy scores: CSS=20.2, Synergy_ZIP=-4.70, Synergy_Bliss=-2.16, Synergy_Loewe=-26.5, Synergy_HSA=-4.13. (4) Drug 1: CN(C)N=NC1=C(NC=N1)C(=O)N. Drug 2: CNC(=O)C1=NC=CC(=C1)OC2=CC=C(C=C2)NC(=O)NC3=CC(=C(C=C3)Cl)C(F)(F)F. Cell line: UO-31. Synergy scores: CSS=29.8, Synergy_ZIP=-15.2, Synergy_Bliss=-16.4, Synergy_Loewe=-17.5, Synergy_HSA=-17.1. (5) Drug 1: CCC(=C(C1=CC=CC=C1)C2=CC=C(C=C2)OCCN(C)C)C3=CC=CC=C3.C(C(=O)O)C(CC(=O)O)(C(=O)O)O. Drug 2: C1=NNC2=C1C(=O)NC=N2. Cell line: 786-0. Synergy scores: CSS=-0.771, Synergy_ZIP=0.159, Synergy_Bliss=0.694, Synergy_Loewe=-1.60, Synergy_HSA=-0.624.